Task: Predict the product of the given reaction.. Dataset: Forward reaction prediction with 1.9M reactions from USPTO patents (1976-2016) (1) The product is: [CH:36]1[C:37]2[C:42](=[CH:41][CH:40]=[CH:39][CH:38]=2)[CH:43]=[CH:44][C:35]=1[CH2:34][O:1][CH:2]1[CH:7]([C:8]2[CH:9]=[CH:10][C:11]([O:14][CH2:15]/[CH:16]=[CH:17]/[CH2:18][O:19][C:20]3[CH:21]=[CH:22][CH:23]=[CH:24][CH:25]=3)=[CH:12][CH:13]=2)[CH2:6][CH2:5][N:4]([C:26]([O:28][C:29]([CH3:32])([CH3:31])[CH3:30])=[O:27])[CH2:3]1. Given the reactants [OH:1][CH:2]1[CH:7]([C:8]2[CH:13]=[CH:12][C:11]([O:14][CH2:15]/[CH:16]=[CH:17]/[CH2:18][O:19][C:20]3[CH:25]=[CH:24][CH:23]=[CH:22][CH:21]=3)=[CH:10][CH:9]=2)[CH2:6][CH2:5][N:4]([C:26]([O:28][C:29]([CH3:32])([CH3:31])[CH3:30])=[O:27])[CH2:3]1.Br[CH2:34][C:35]1[CH:44]=[CH:43][C:42]2[C:37](=[CH:38][CH:39]=[CH:40][CH:41]=2)[CH:36]=1, predict the reaction product. (2) Given the reactants CS(O[CH:6]1[CH2:11][CH2:10][N:9]([C:12]([O:14][C:15]([CH3:18])([CH3:17])[CH3:16])=[O:13])[CH2:8][CH2:7]1)(=O)=O.[Cl:19][C:20]1[CH:25]=[CH:24][CH:23]=[CH:22][C:21]=1[SH:26].C(=O)([O-])[O-].[K+].[K+], predict the reaction product. The product is: [Cl:19][C:20]1[CH:25]=[CH:24][CH:23]=[CH:22][C:21]=1[S:26][CH:6]1[CH2:7][CH2:8][N:9]([C:12]([O:14][C:15]([CH3:16])([CH3:17])[CH3:18])=[O:13])[CH2:10][CH2:11]1. (3) Given the reactants [Cl:1][C:2]1[CH:3]=[CH:4][C:5]([C:23]#[N:24])=[C:6]([C:8]2[C:13]([O:14][CH3:15])=[CH:12][N:11]([CH:16]([CH2:20][CH3:21])[C:17](O)=[O:18])[C:10](=[O:22])[CH:9]=2)[CH:7]=1.[Cl:25][C:26]1[C:34]2[C:29](=[CH:30][CH:31]=[C:32]([NH2:35])[CH:33]=2)[NH:28][N:27]=1, predict the reaction product. The product is: [Cl:1][C:2]1[CH:3]=[CH:4][C:5]([C:23]#[N:24])=[C:6]([C:8]2[C:13]([O:14][CH3:15])=[CH:12][N:11]([CH:16]([CH2:20][CH3:21])[C:17]([NH:35][C:32]3[CH:33]=[C:34]4[C:29](=[CH:30][CH:31]=3)[NH:28][N:27]=[C:26]4[Cl:25])=[O:18])[C:10](=[O:22])[CH:9]=2)[CH:7]=1.[Cl:25][C:26]1[C:34]2[C:29](=[CH:30][CH:31]=[C:32]([NH2:35])[CH:33]=2)[NH:28][N:27]=1. (4) Given the reactants [BH4-].[Na+].[O:3]=[C:4]1[CH2:10][CH:9]2[N:11]([C:12]([O:14][C:15]([CH3:18])([CH3:17])[CH3:16])=[O:13])[CH:6]([CH2:7][CH2:8]2)[CH2:5]1, predict the reaction product. The product is: [OH:3][CH:4]1[CH2:5][CH:6]2[N:11]([C:12]([O:14][C:15]([CH3:18])([CH3:17])[CH3:16])=[O:13])[CH:9]([CH2:8][CH2:7]2)[CH2:10]1. (5) Given the reactants [F:1][C:2]([F:16])([F:15])[C:3]1[CH:14]=[CH:13][CH:12]=[CH:11][C:4]=1[O:5][CH:6]1[CH2:9][CH2:8][C:7]1=O.[NH2:17][CH2:18][CH2:19][OH:20].C(O[BH-](OC(=O)C)OC(=O)C)(=O)C.[Na+].[OH-].[Na+], predict the reaction product. The product is: [F:1][C:2]([F:16])([F:15])[C:3]1[CH:14]=[CH:13][CH:12]=[CH:11][C:4]=1[O:5][C@H:6]1[CH2:9][CH2:8][C@H:7]1[NH:17][CH2:18][CH2:19][OH:20].